From a dataset of NCI-60 drug combinations with 297,098 pairs across 59 cell lines. Regression. Given two drug SMILES strings and cell line genomic features, predict the synergy score measuring deviation from expected non-interaction effect. (1) Drug 1: C1=CC(=CC=C1CC(C(=O)O)N)N(CCCl)CCCl.Cl. Drug 2: CC(C1=C(C=CC(=C1Cl)F)Cl)OC2=C(N=CC(=C2)C3=CN(N=C3)C4CCNCC4)N. Cell line: HCT116. Synergy scores: CSS=19.3, Synergy_ZIP=-6.32, Synergy_Bliss=-1.07, Synergy_Loewe=-0.922, Synergy_HSA=0.111. (2) Drug 1: C1=CC(=C2C(=C1NCCNCCO)C(=O)C3=C(C=CC(=C3C2=O)O)O)NCCNCCO. Drug 2: CC1=C2C(C(=O)C3(C(CC4C(C3C(C(C2(C)C)(CC1OC(=O)C(C(C5=CC=CC=C5)NC(=O)OC(C)(C)C)O)O)OC(=O)C6=CC=CC=C6)(CO4)OC(=O)C)O)C)O. Cell line: HCT-15. Synergy scores: CSS=51.6, Synergy_ZIP=-4.15, Synergy_Bliss=-5.91, Synergy_Loewe=-8.93, Synergy_HSA=-6.03.